This data is from Full USPTO retrosynthesis dataset with 1.9M reactions from patents (1976-2016). The task is: Predict the reactants needed to synthesize the given product. (1) Given the product [O:21]1[C:25]2[CH:26]=[CH:27][C:28]([CH2:30][NH:31][C:14]([C:12]3[S:13][C:9]([S:8][C:7]4[C:2]([Cl:1])=[CH:3][N:4]=[CH:5][C:6]=4[Cl:20])=[C:10]([N+:17]([O-:19])=[O:18])[CH:11]=3)=[O:15])=[CH:29][C:24]=2[O:23][CH2:22]1, predict the reactants needed to synthesize it. The reactants are: [Cl:1][C:2]1[CH:3]=[N:4][CH:5]=[C:6]([Cl:20])[C:7]=1[S:8][C:9]1[S:13][C:12]([C:14](Cl)=[O:15])=[CH:11][C:10]=1[N+:17]([O-:19])=[O:18].[O:21]1[C:25]2[CH:26]=[CH:27][C:28]([CH2:30][NH2:31])=[CH:29][C:24]=2[O:23][CH2:22]1. (2) Given the product [ClH:1].[N:21]1[CH:22]=[CH:23][CH:24]=[CH:25][C:20]=1[CH2:19][O:18][C:10]1[CH:9]=[C:8]([C:6]2[N:7]=[C:2]([NH2:26])[CH:3]=[N:4][CH:5]=2)[C:17]2[CH2:16][CH2:15][CH2:14][CH2:13][C:12]=2[N:11]=1, predict the reactants needed to synthesize it. The reactants are: [Cl:1][C:2]1[N:7]=[C:6]([C:8]2[C:17]3[CH2:16][CH2:15][CH2:14][CH2:13][C:12]=3[N:11]=[C:10]([O:18][CH2:19][C:20]3[CH:25]=[CH:24][CH:23]=[CH:22][N:21]=3)[CH:9]=2)[CH:5]=[N:4][CH:3]=1.[NH3:26]. (3) Given the product [CH3:20][C:21]([CH2:37][CH2:38][CH2:39][CH:40]([CH3:52])[CH2:41][CH2:42][CH2:43][CH:44]([CH3:51])[CH2:45][CH2:46][CH2:47][CH:48]([CH3:50])[CH3:49])=[CH:22][CH2:23][CH2:24][CH2:25][O:11][C:10]1[C:9]([O:15][C@H:14]([C@H:16]([CH2:18][OH:19])[OH:17])[C:12]=1[OH:13])=[O:8], predict the reactants needed to synthesize it. The reactants are: C(N(CC)CC)C.[O:8]=[C:9]1[O:15][C@H:14]([C@H:16]([CH2:18][OH:19])[OH:17])[C:12]([OH:13])=[C:10]1[OH:11].[CH3:20][C:21]([CH2:37][CH2:38][CH2:39][CH:40]([CH3:52])[CH2:41][CH2:42][CH2:43][CH:44]([CH3:51])[CH2:45][CH2:46][CH2:47][CH:48]([CH3:50])[CH3:49])=[CH:22][CH2:23][CH2:24][CH2:25]OS(C1C=CC(C)=CC=1)(=O)=O. (4) Given the product [CH3:22][O:17][C:16](=[O:18])[C:15]1[CH:19]=[CH:20][C:12]([NH:11][C:7]2[CH:6]=[C:5]([N:1]3[CH2:2][CH2:3][CH2:4]3)[N:10]=[CH:9][N:8]=2)=[CH:13][CH:14]=1, predict the reactants needed to synthesize it. The reactants are: [N:1]1([C:5]2[N:10]=[CH:9][N:8]=[C:7]([NH:11][C:12]3[CH:20]=[CH:19][C:15]([C:16]([OH:18])=[O:17])=[CH:14][CH:13]=3)[CH:6]=2)[CH2:4][CH2:3][CH2:2]1.[Si](C=[N+]=[N-])(C)(C)[CH3:22].